Dataset: Catalyst prediction with 721,799 reactions and 888 catalyst types from USPTO. Task: Predict which catalyst facilitates the given reaction. (1) Reactant: [CH3:1][O:2][C:3]1[CH:9]=[CH:8][C:6]([NH2:7])=[C:5]([CH3:10])[CH:4]=1.N1C=CC=CC=1.[CH3:17][S:18](Cl)(=[O:20])=[O:19]. Product: [CH3:1][O:2][C:3]1[CH:9]=[CH:8][C:6]([NH:7][S:18]([CH3:17])(=[O:20])=[O:19])=[C:5]([CH3:10])[CH:4]=1. The catalyst class is: 2. (2) Reactant: [ClH:1].Cl.[O:3]=[C:4]1[N:8]([CH:9]2[CH2:14][CH2:13][N:12]([CH2:15][C:16]([NH:18][C@H:19]3[CH2:28][CH2:27][C:26]4[C:21](=[CH:22][CH:23]=[C:24]([O:29]C)[CH:25]=4)[C@H:20]3[CH2:31][C:32]3[CH:33]=[N:34][CH:35]=[CH:36][CH:37]=3)=[O:17])[CH2:11][CH2:10]2)[C:7]2[CH:38]=[CH:39][CH:40]=[CH:41][C:6]=2[NH:5]1.B(Br)(Br)Br.CO. Product: [ClH:1].[ClH:1].[O:3]=[C:4]1[N:8]([CH:9]2[CH2:10][CH2:11][N:12]([CH2:15][C:16]([NH:18][C@H:19]3[CH2:28][CH2:27][C:26]4[C:21](=[CH:22][CH:23]=[C:24]([OH:29])[CH:25]=4)[C@H:20]3[CH2:31][C:32]3[CH:33]=[N:34][CH:35]=[CH:36][CH:37]=3)=[O:17])[CH2:13][CH2:14]2)[C:7]2[CH:38]=[CH:39][CH:40]=[CH:41][C:6]=2[NH:5]1. The catalyst class is: 4.